From a dataset of Reaction yield outcomes from USPTO patents with 853,638 reactions. Predict the reaction yield, written as a fraction of the theoretical maximum amount of product (1.0 means a 100% yield; for example, 0.34 means a 34% yield). (1) The reactants are [OH:1][C:2]1[NH:7][C:6](=[O:8])[N:5]([CH2:9][C:10]2[CH:15]=[CH:14][CH:13]=[CH:12][CH:11]=2)[C:4](=[O:16])[C:3]=1[C:17]([O:19]CC)=O.C1CCN2C(=NCCC2)CC1.[NH2:33][CH2:34][C:35]([OH:37])=[O:36]. The catalyst is C(O)C.C(OCC)(=O)C. The product is [OH:1][C:2]1[NH:7][C:6](=[O:8])[N:5]([CH2:9][C:10]2[CH:11]=[CH:12][CH:13]=[CH:14][CH:15]=2)[C:4](=[O:16])[C:3]=1[C:17]([NH:33][CH2:34][C:35]([OH:37])=[O:36])=[O:19]. The yield is 0.140. (2) The reactants are [N@:1]1([C:8]([O:10][CH2:11][C:12]2[CH:17]=[CH:16][CH:15]=[CH:14][CH:13]=2)=[O:9])[CH2:3][CH:2]1[C:4]([O:6][CH3:7])=[O:5].[C:18]1([CH:24]([OH:26])[CH3:25])[CH:23]=[CH:22][CH:21]=[CH:20][CH:19]=1.B(F)(F)F.CCOCC. The catalyst is ClCCl. The product is [CH3:7][O:6][C:4](=[O:5])[CH:2]([NH:1][C:8]([O:10][CH2:11][C:12]1[CH:13]=[CH:14][CH:15]=[CH:16][CH:17]=1)=[O:9])[CH2:3][O:26][CH:24]([C:18]1[CH:23]=[CH:22][CH:21]=[CH:20][CH:19]=1)[CH3:25]. The yield is 0.470. (3) The reactants are [Cl:1][C:2]1[CH:16]=[CH:15][C:5]([CH2:6][N:7]2[CH:12]=[C:11](Br)[CH:10]=[CH:9][C:8]2=[O:14])=[CH:4][CH:3]=1.[OH:17][CH2:18][CH2:19][CH2:20][C:21]1[CH:26]=[CH:25][C:24](B(O)O)=[CH:23][CH:22]=1. The catalyst is O1CCOCC1.CCOC(C)=O.C1C=CC([P]([Pd]([P](C2C=CC=CC=2)(C2C=CC=CC=2)C2C=CC=CC=2)([P](C2C=CC=CC=2)(C2C=CC=CC=2)C2C=CC=CC=2)[P](C2C=CC=CC=2)(C2C=CC=CC=2)C2C=CC=CC=2)(C2C=CC=CC=2)C2C=CC=CC=2)=CC=1. The product is [Cl:1][C:2]1[CH:16]=[CH:15][C:5]([CH2:6][N:7]2[CH:12]=[C:11]([C:24]3[CH:25]=[CH:26][C:21]([CH2:20][CH2:19][CH2:18][OH:17])=[CH:22][CH:23]=3)[CH:10]=[CH:9][C:8]2=[O:14])=[CH:4][CH:3]=1. The yield is 0.660. (4) The reactants are [CH2:1]([N:5]1[C:13]2[C:12](=[O:14])[N:11]([CH3:15])[C:10](Cl)=[N:9][C:8]=2[N:7]=[C:6]1[N:17]1[CH2:22][CH2:21][N:20]([C:23]([O:25][C:26]([CH3:29])([CH3:28])[CH3:27])=[O:24])[CH2:19][CH2:18]1)[C:2]#[C:3][CH3:4].[C:30]([NH2:39])(=[O:38])[C:31]1[C:32](=[CH:34][CH:35]=[CH:36][CH:37]=1)[OH:33].C(=O)([O-])[O-].[K+].[K+].O. The catalyst is CN1CCCC1=O. The product is [CH2:1]([N:5]1[C:13]2[C:12](=[O:14])[N:11]([CH3:15])[C:10]([O:33][C:32]3[CH:34]=[CH:35][CH:36]=[CH:37][C:31]=3[C:30](=[O:38])[NH2:39])=[N:9][C:8]=2[N:7]=[C:6]1[N:17]1[CH2:22][CH2:21][N:20]([C:23]([O:25][C:26]([CH3:29])([CH3:28])[CH3:27])=[O:24])[CH2:19][CH2:18]1)[C:2]#[C:3][CH3:4]. The yield is 0.890.